Dataset: NCI-60 drug combinations with 297,098 pairs across 59 cell lines. Task: Regression. Given two drug SMILES strings and cell line genomic features, predict the synergy score measuring deviation from expected non-interaction effect. (1) Drug 1: CCC1=CC2CC(C3=C(CN(C2)C1)C4=CC=CC=C4N3)(C5=C(C=C6C(=C5)C78CCN9C7C(C=CC9)(C(C(C8N6C)(C(=O)OC)O)OC(=O)C)CC)OC)C(=O)OC.C(C(C(=O)O)O)(C(=O)O)O. Drug 2: C1=NC2=C(N=C(N=C2N1C3C(C(C(O3)CO)O)F)Cl)N. Cell line: UACC62. Synergy scores: CSS=50.2, Synergy_ZIP=-1.07, Synergy_Bliss=0.0670, Synergy_Loewe=-4.24, Synergy_HSA=3.34. (2) Drug 1: CC1C(C(CC(O1)OC2CC(OC(C2O)C)OC3=CC4=CC5=C(C(=O)C(C(C5)C(C(=O)C(C(C)O)O)OC)OC6CC(C(C(O6)C)O)OC7CC(C(C(O7)C)O)OC8CC(C(C(O8)C)O)(C)O)C(=C4C(=C3C)O)O)O)O. Drug 2: C(CN)CNCCSP(=O)(O)O. Cell line: IGROV1. Synergy scores: CSS=40.0, Synergy_ZIP=2.89, Synergy_Bliss=3.48, Synergy_Loewe=2.28, Synergy_HSA=2.04. (3) Drug 1: CC1C(C(CC(O1)OC2CC(CC3=C2C(=C4C(=C3O)C(=O)C5=C(C4=O)C(=CC=C5)OC)O)(C(=O)C)O)N)O.Cl. Drug 2: COCCOC1=C(C=C2C(=C1)C(=NC=N2)NC3=CC=CC(=C3)C#C)OCCOC.Cl. Cell line: SNB-75. Synergy scores: CSS=21.0, Synergy_ZIP=-2.29, Synergy_Bliss=3.37, Synergy_Loewe=3.59, Synergy_HSA=4.15. (4) Drug 1: C1=CC(=CC=C1CCCC(=O)O)N(CCCl)CCCl. Drug 2: CC(C)NC(=O)C1=CC=C(C=C1)CNNC.Cl. Cell line: SF-295. Synergy scores: CSS=28.1, Synergy_ZIP=1.32, Synergy_Bliss=0.249, Synergy_Loewe=-5.90, Synergy_HSA=0.265. (5) Drug 1: CC1OCC2C(O1)C(C(C(O2)OC3C4COC(=O)C4C(C5=CC6=C(C=C35)OCO6)C7=CC(=C(C(=C7)OC)O)OC)O)O. Synergy scores: CSS=21.6, Synergy_ZIP=-12.1, Synergy_Bliss=-13.1, Synergy_Loewe=-12.1, Synergy_HSA=-9.40. Cell line: RXF 393. Drug 2: C1=NC2=C(N1)C(=S)N=CN2. (6) Synergy scores: CSS=-12.7, Synergy_ZIP=9.68, Synergy_Bliss=4.65, Synergy_Loewe=-8.93, Synergy_HSA=-9.65. Cell line: RPMI-8226. Drug 1: CN(C)C1=NC(=NC(=N1)N(C)C)N(C)C. Drug 2: CC1=C(N=C(N=C1N)C(CC(=O)N)NCC(C(=O)N)N)C(=O)NC(C(C2=CN=CN2)OC3C(C(C(C(O3)CO)O)O)OC4C(C(C(C(O4)CO)O)OC(=O)N)O)C(=O)NC(C)C(C(C)C(=O)NC(C(C)O)C(=O)NCCC5=NC(=CS5)C6=NC(=CS6)C(=O)NCCC[S+](C)C)O. (7) Drug 1: C1=NC2=C(N=C(N=C2N1C3C(C(C(O3)CO)O)O)F)N. Drug 2: C1CNP(=O)(OC1)N(CCCl)CCCl. Cell line: SN12C. Synergy scores: CSS=7.41, Synergy_ZIP=-2.04, Synergy_Bliss=0.640, Synergy_Loewe=-9.65, Synergy_HSA=0.648.